From a dataset of Full USPTO retrosynthesis dataset with 1.9M reactions from patents (1976-2016). Predict the reactants needed to synthesize the given product. (1) Given the product [Cl:20][C:10]1[CH:11]=[C:12]([O:15][C:16]([F:19])([F:18])[F:17])[CH:13]=[CH:14][C:9]=1[C:21]#[N:22], predict the reactants needed to synthesize it. The reactants are: FC(S(O[C:9]1[CH:14]=[CH:13][C:12]([O:15][C:16]([F:19])([F:18])[F:17])=[CH:11][C:10]=1[Cl:20])(=O)=O)(F)F.[CH3:21][N:22](C=O)C. (2) Given the product [CH2:16]([O:15][C:13](=[O:14])[CH2:12][NH:11][C:6](=[O:8])[C:5]1[CH:4]=[CH:3][C:2]([OH:1])=[CH:10][CH:9]=1)[CH3:17], predict the reactants needed to synthesize it. The reactants are: [OH:1][C:2]1[CH:10]=[CH:9][C:5]([C:6]([OH:8])=O)=[CH:4][CH:3]=1.[NH2:11][CH2:12][C:13]([O:15][CH2:16][CH3:17])=[O:14].Cl.C1C=CC(P(N=[N+]=[N-])(C2C=CC=CC=2)=O)=CC=1.CCN(CC)CC.N(CC)(CC)CC.Cl. (3) Given the product [C:15]([O:19][C:20]([N:22]1[CH:23]([CH3:29])[CH2:24][N:25]([C:8]2[C:7]3[C:12](=[CH:13][C:4]([Cl:3])=[CH:5][CH:6]=3)[N:11]=[CH:10][CH:9]=2)[CH:26]([CH3:28])[CH2:27]1)=[O:21])([CH3:18])([CH3:16])[CH3:17], predict the reactants needed to synthesize it. The reactants are: [H-].[Na+].[Cl:3][C:4]1[CH:13]=[C:12]2[C:7]([C:8](=O)[CH2:9][CH:10]=[N:11]2)=[CH:6][CH:5]=1.[C:15]([O:19][C:20]([N:22]1[CH2:27][CH:26]([CH3:28])[NH:25][CH2:24][CH:23]1[CH3:29])=[O:21])([CH3:18])([CH3:17])[CH3:16]. (4) Given the product [C:35]([S:38][CH:39]1[CH2:44][CH2:43][N:42]([C:9]([C:22]2[CH:27]=[CH:26][CH:25]=[CH:24][CH:23]=2)([C:16]2[CH:21]=[CH:20][CH:19]=[CH:18][CH:17]=2)[C:10]2[CH:15]=[CH:14][CH:13]=[CH:12][CH:11]=2)[CH2:41]/[C:40]/1=[CH:45]\[C:46]1[CH:50]=[CH:49][N:48]([CH2:51][CH2:52][C:53]([O:55][CH2:56][CH3:57])=[O:54])[N:47]=1)(=[O:37])[CH3:36], predict the reactants needed to synthesize it. The reactants are: C(N(CC)CC)C.Cl[C:9]([C:22]1[CH:27]=[CH:26][CH:25]=[CH:24][CH:23]=1)([C:16]1[CH:21]=[CH:20][CH:19]=[CH:18][CH:17]=1)[C:10]1[CH:15]=[CH:14][CH:13]=[CH:12][CH:11]=1.FC(F)(F)C(O)=O.[C:35]([S:38][CH:39]1[CH2:44][CH2:43][NH:42][CH2:41]/[C:40]/1=[CH:45]\[C:46]1[CH:50]=[CH:49][N:48]([CH2:51][CH2:52][C:53]([O:55][CH2:56][CH3:57])=[O:54])[N:47]=1)(=[O:37])[CH3:36]. (5) Given the product [N+:20]([C:17]1[CH:16]=[CH:15][C:14]([O:13][C:11](=[O:12])[O:1][C:2]2[CH:9]=[CH:8][C:5]([CH2:6][OH:7])=[CH:4][CH:3]=2)=[CH:19][CH:18]=1)([O-:22])=[O:21], predict the reactants needed to synthesize it. The reactants are: [OH:1][C:2]1[CH:9]=[CH:8][C:5]([CH2:6][OH:7])=[CH:4][CH:3]=1.Cl[C:11]([O:13][C:14]1[CH:19]=[CH:18][C:17]([N+:20]([O-:22])=[O:21])=[CH:16][CH:15]=1)=[O:12].CCN(C(C)C)C(C)C. (6) Given the product [CH:18]1([C:15]2[N:16]=[CH:17][C:12]([C:10]([NH:9][C@@H:4]([C:5]([CH3:8])([CH3:7])[CH3:6])[C:3]([OH:26])=[O:2])=[O:11])=[N:13][C:14]=2[O:21][CH2:22][CH:23]2[CH2:24][CH2:25]2)[CH2:20][CH2:19]1, predict the reactants needed to synthesize it. The reactants are: C[O:2][C:3](=[O:26])[C@@H:4]([NH:9][C:10]([C:12]1[CH:17]=[N:16][C:15]([CH:18]2[CH2:20][CH2:19]2)=[C:14]([O:21][CH2:22][CH:23]2[CH2:25][CH2:24]2)[N:13]=1)=[O:11])[C:5]([CH3:8])([CH3:7])[CH3:6].[OH-].[Li+].Cl. (7) Given the product [F:1][C:2]([F:7])([F:6])[C:3]([OH:5])=[O:4].[CH3:40][C@H:41]1[NH:42][CH2:43][CH2:44][N:45]([C:9]2[N:10]=[C:11]([NH:33][C:34]3[CH:39]=[CH:38][N:37]=[CH:36][N:35]=3)[C:12]3[N:17]([CH2:18][CH2:19][O:20][CH2:21][C:22]([F:25])([F:23])[F:24])[N:16]=[C:15]([CH2:26][N:27]4[CH2:32][CH2:31][O:30][CH2:29][CH2:28]4)[C:13]=3[N:14]=2)[CH2:46]1, predict the reactants needed to synthesize it. The reactants are: [F:1][C:2]([F:7])([F:6])[C:3]([OH:5])=[O:4].Cl[C:9]1[N:10]=[C:11]([NH:33][C:34]2[CH:39]=[CH:38][N:37]=[CH:36][N:35]=2)[C:12]2[N:17]([CH2:18][CH2:19][O:20][CH2:21][C:22]([F:25])([F:24])[F:23])[N:16]=[C:15]([CH2:26][N:27]3[CH2:32][CH2:31][O:30][CH2:29][CH2:28]3)[C:13]=2[N:14]=1.[CH3:40][C@@H:41]1[CH2:46][NH:45][CH2:44][CH2:43][NH:42]1.C(N(CC)C(C)C)(C)C.FC(F)(F)C(O)=O.